Dataset: Full USPTO retrosynthesis dataset with 1.9M reactions from patents (1976-2016). Task: Predict the reactants needed to synthesize the given product. (1) The reactants are: [CH3:1][O:2][C:3]1[CH:4]=[C:5]2[C:10](=[CH:11][C:12]=1[O:13][CH3:14])[N:9]=[CH:8][CH:7]=[C:6]2[O:15][C:16]1[C:22]([CH3:23])=[CH:21][C:19]([NH2:20])=[C:18]([CH3:24])[CH:17]=1.[CH3:25][O:26][C:27]1[CH:32]=[CH:31][CH:30]=[CH:29][C:28]=1[N:33]=[C:34]=[O:35].CO. Given the product [CH3:1][O:2][C:3]1[CH:4]=[C:5]2[C:10](=[CH:11][C:12]=1[O:13][CH3:14])[N:9]=[CH:8][CH:7]=[C:6]2[O:15][C:16]1[C:22]([CH3:23])=[CH:21][C:19]([NH:20][C:34]([NH:33][C:28]2[CH:29]=[CH:30][CH:31]=[CH:32][C:27]=2[O:26][CH3:25])=[O:35])=[C:18]([CH3:24])[CH:17]=1, predict the reactants needed to synthesize it. (2) Given the product [C:37]([O:36][C:34]([N:8]([C:6]([O:5][C:1]([CH3:4])([CH3:3])[CH3:2])=[O:7])[C:9]1[N:14]=[C:13]([CH2:15][OH:16])[CH:12]=[C:11]([N:19]([C:27]([O:29][C:30]([CH3:33])([CH3:32])[CH3:31])=[O:28])[C:20]([O:22][C:23]([CH3:25])([CH3:26])[CH3:24])=[O:21])[N:10]=1)=[O:35])([CH3:38])([CH3:39])[CH3:40], predict the reactants needed to synthesize it. The reactants are: [C:1]([O:5][C:6]([N:8]([C:34]([O:36][C:37]([CH3:40])([CH3:39])[CH3:38])=[O:35])[C:9]1[N:14]=[C:13]([C:15](OC)=[O:16])[CH:12]=[C:11]([N:19]([C:27]([O:29][C:30]([CH3:33])([CH3:32])[CH3:31])=[O:28])[C:20]([O:22][C:23]([CH3:26])([CH3:25])[CH3:24])=[O:21])[N:10]=1)=[O:7])([CH3:4])([CH3:3])[CH3:2].C(OC(OC(C)(C)C)=O)(OC(C)(C)C)=O.C(N(CC)CC)C.